From a dataset of Peptide-MHC class II binding affinity with 134,281 pairs from IEDB. Regression. Given a peptide amino acid sequence and an MHC pseudo amino acid sequence, predict their binding affinity value. This is MHC class II binding data. (1) The peptide sequence is QDKLCGSLIGMTNRA. The MHC is DRB1_0801 with pseudo-sequence DRB1_0801. The binding affinity (normalized) is 0.358. (2) The MHC is HLA-DPA10103-DPB10401 with pseudo-sequence HLA-DPA10103-DPB10401. The binding affinity (normalized) is 0.160. The peptide sequence is YNNNEAFKVENGSAA. (3) The peptide sequence is NRATWASHIHLVIHR. The MHC is DRB1_0701 with pseudo-sequence DRB1_0701. The binding affinity (normalized) is 0.750. (4) The peptide sequence is AFKVAHTAANAAPAN. The MHC is HLA-DPA10201-DPB11401 with pseudo-sequence HLA-DPA10201-DPB11401. The binding affinity (normalized) is 0.741. (5) The peptide sequence is DGQGKAVWGKNSCAK. The MHC is DRB1_0301 with pseudo-sequence DRB1_0301. The binding affinity (normalized) is 0. (6) The peptide sequence is RAQLHVGAKQENWNT. The MHC is DRB1_0801 with pseudo-sequence DRB1_0801. The binding affinity (normalized) is 0.307. (7) The peptide sequence is GPPVEASAAALAGDA. The MHC is HLA-DPA10201-DPB10101 with pseudo-sequence HLA-DPA10201-DPB10101. The binding affinity (normalized) is 0.0302.